From a dataset of Full USPTO retrosynthesis dataset with 1.9M reactions from patents (1976-2016). Predict the reactants needed to synthesize the given product. (1) Given the product [CH:25]([O:14][C:12]1[CH:11]=[C:6]([C:7]([O:9][CH3:10])=[O:8])[CH:5]=[C:4]([CH:13]=1)[C:3]([O:2][CH3:1])=[O:15])([CH3:27])[CH3:26], predict the reactants needed to synthesize it. The reactants are: [CH3:1][O:2][C:3](=[O:15])[C:4]1[CH:13]=[C:12]([OH:14])[CH:11]=[C:6]([C:7]([O:9][CH3:10])=[O:8])[CH:5]=1.C(=O)([O-])[O-].[K+].[K+].[I-].[K+].Br[CH:25]([CH3:27])[CH3:26]. (2) Given the product [Cl:1][CH2:2][C:3]1[N:4]([C:12]([O:14][C:15]([CH3:18])([CH3:17])[CH3:16])=[O:13])[C:5]2[CH:11]=[CH:10][CH:9]=[CH:8][C:6]=2[N:7]=1, predict the reactants needed to synthesize it. The reactants are: [Cl:1][CH2:2][C:3]1[NH:7][C:6]2[CH:8]=[CH:9][CH:10]=[CH:11][C:5]=2[N:4]=1.[C:12](O[C:12]([O:14][C:15]([CH3:18])([CH3:17])[CH3:16])=[O:13])([O:14][C:15]([CH3:18])([CH3:17])[CH3:16])=[O:13]. (3) Given the product [CH3:1][O:2][C:3](=[O:13])[CH:4]([NH:12][C:17]1[CH:16]=[C:15]([F:14])[CH:20]=[C:19]([C:21]([F:23])([F:24])[F:22])[CH:18]=1)[CH2:5][CH2:6][CH2:7][CH2:8][CH2:9][CH:10]=[CH2:11], predict the reactants needed to synthesize it. The reactants are: [CH3:1][O:2][C:3](=[O:13])[CH:4]([NH2:12])[CH2:5][CH2:6][CH2:7][CH2:8][CH2:9][CH:10]=[CH2:11].[F:14][C:15]1[CH:16]=[C:17](B(O)O)[CH:18]=[C:19]([C:21]([F:24])([F:23])[F:22])[CH:20]=1.C(N(CC)CC)C.Cl. (4) Given the product [NH2:7][CH2:8][CH:9]1[CH2:14][CH2:13][N:12]([C:15]2[C:20]([C:21]#[C:22][C:23]3[CH:28]=[CH:27][C:26]([NH2:29])=[N:25][CH:24]=3)=[C:19]([CH3:30])[N:18]=[CH:17][N:16]=2)[CH2:11][CH2:10]1, predict the reactants needed to synthesize it. The reactants are: C(OC(=O)[NH:7][CH2:8][CH:9]1[CH2:14][CH2:13][N:12]([C:15]2[C:20]([C:21]#[C:22][C:23]3[CH:24]=[N:25][C:26]([NH2:29])=[CH:27][CH:28]=3)=[C:19]([CH3:30])[N:18]=[CH:17][N:16]=2)[CH2:11][CH2:10]1)(C)(C)C.Cl. (5) The reactants are: [CH2:1]([O:3][C:4](=[O:32])[CH2:5][O:6][C:7]1[CH:12]=[CH:11][C:10]([S:13][CH2:14][C:15]2[CH:20]=[C:19]([C:21]#[C:22][CH2:23][C:24]3[CH:29]=[CH:28][CH:27]=[CH:26][CH:25]=3)[CH:18]=[C:17]([OH:30])[CH:16]=2)=[CH:9][C:8]=1[CH3:31])[CH3:2].[N:33]1([CH2:39][CH2:40][CH2:41]O)[CH2:38][CH2:37][O:36][CH2:35][CH2:34]1.C(P(CCCC)CCCC)CCC.N(C(N1CCCCC1)=O)=NC(N1CCCCC1)=O. Given the product [CH2:1]([O:3][C:4](=[O:32])[CH2:5][O:6][C:7]1[CH:12]=[CH:11][C:10]([S:13][CH2:14][C:15]2[CH:20]=[C:19]([C:21]#[C:22][CH2:23][C:24]3[CH:25]=[CH:26][CH:27]=[CH:28][CH:29]=3)[CH:18]=[C:17]([O:30][CH2:41][CH2:40][CH2:39][N:33]3[CH2:38][CH2:37][O:36][CH2:35][CH2:34]3)[CH:16]=2)=[CH:9][C:8]=1[CH3:31])[CH3:2], predict the reactants needed to synthesize it. (6) Given the product [Br:20][C:21]1[CH:22]=[N:23][CH:24]=[C:25]([O:27][CH2:1][CH3:2])[CH:26]=1, predict the reactants needed to synthesize it. The reactants are: [C:1]1(P(C2C=CC=CC=2)C2C=CC=CC=2)C=CC=C[CH:2]=1.[Br:20][C:21]1[CH:22]=[N:23][CH:24]=[C:25]([OH:27])[CH:26]=1.C(O)C.CCOC(/N=N/C(OCC)=O)=O.